Dataset: CYP2D6 inhibition data for predicting drug metabolism from PubChem BioAssay. Task: Regression/Classification. Given a drug SMILES string, predict its absorption, distribution, metabolism, or excretion properties. Task type varies by dataset: regression for continuous measurements (e.g., permeability, clearance, half-life) or binary classification for categorical outcomes (e.g., BBB penetration, CYP inhibition). Dataset: cyp2d6_veith. (1) The compound is COc1cc(C(=O)OCC(=O)Nc2cc(C)on2)cc(OC)c1OC. The result is 0 (non-inhibitor). (2) The drug is CCC1(C)Nc2ccccc2C(=O)N1O. The result is 0 (non-inhibitor). (3) The compound is O=C(c1cnccn1)N1CCC2(CC1)CN(c1ccccn1)C2. The result is 0 (non-inhibitor). (4) The drug is COc1cccc(-c2ccc3ncnc(NC4CCNCC4)c3c2)c1. The result is 0 (non-inhibitor). (5) The compound is COc1ccccc1-c1nc(NC2CC2)c2ccccc2n1. The result is 1 (inhibitor). (6) The compound is CO/N=C\C[C@@H]1C=C[C@H](OC(C)=O)[C@H](COC(C)=O)O1. The result is 0 (non-inhibitor). (7) The compound is CCOC(=O)C(NC(C)=O)C(=O)O. The result is 0 (non-inhibitor).